Task: Predict which catalyst facilitates the given reaction.. Dataset: Catalyst prediction with 721,799 reactions and 888 catalyst types from USPTO (1) Reactant: [CH3:1][O:2][C:3]1[CH:17]=[CH:16][C:6]([CH2:7][O:8][C:9]2[CH:14]=[CH:13][CH:12]=[CH:11][C:10]=2[OH:15])=[CH:5][CH:4]=1.C([O-])([O-])=O.[K+].[K+].Br[CH:25]([CH2:30][CH2:31][Br:32])[C:26]([O:28][CH3:29])=[O:27]. Product: [Br:32][CH2:31][CH2:30][CH:25]([O:15][C:10]1[CH:11]=[CH:12][CH:13]=[CH:14][C:9]=1[O:8][CH2:7][C:6]1[CH:5]=[CH:4][C:3]([O:2][CH3:1])=[CH:17][CH:16]=1)[C:26]([O:28][CH3:29])=[O:27]. The catalyst class is: 39. (2) Reactant: [NH2:1][CH:2]1[CH2:7][CH2:6][CH2:5][CH:4]([OH:8])[C:3]1([CH3:10])[CH3:9].Cl[C:12]1[C:17]([C:18]#[N:19])=[CH:16][N:15]=[C:14]([S:20][CH3:21])[N:13]=1.CCN(C(C)C)C(C)C. Product: [OH:8][CH:4]1[CH2:5][CH2:6][CH2:7][CH:2]([NH:1][C:12]2[C:17]([C:18]#[N:19])=[CH:16][N:15]=[C:14]([S:20][CH3:21])[N:13]=2)[C:3]1([CH3:10])[CH3:9]. The catalyst class is: 32.